This data is from Buchwald-Hartwig C-N cross coupling reaction yields with 55,370 reactions. The task is: Predict the reaction yield, written as a fraction of the theoretical maximum amount of product (1.0 means a 100% yield; for example, 0.34 means a 34% yield). (1) The reactants are COc1ccc(Cl)cc1.Cc1ccc(N)cc1.O=S(=O)(O[Pd]1c2ccccc2-c2ccccc2N~1)C(F)(F)F.COc1ccc(OC)c(P([C@]23C[C@H]4C[C@H](C[C@H](C4)C2)C3)[C@]23C[C@H]4C[C@H](C[C@H](C4)C2)C3)c1-c1c(C(C)C)cc(C(C)C)cc1C(C)C.CN(C)C(=NC(C)(C)C)N(C)C.Cc1ccon1. No catalyst specified. The product is COc1ccc(Nc2ccc(C)cc2)cc1. The yield is 0.00338. (2) The reactants are COc1ccc(I)cc1.Cc1ccc(N)cc1.O=S(=O)(O[Pd]1c2ccccc2-c2ccccc2N~1)C(F)(F)F.CC(C)c1cc(C(C)C)c(-c2ccccc2P(C(C)(C)C)C(C)(C)C)c(C(C)C)c1.CN1CCCN2CCCN=C12.CCOC(=O)c1cnoc1C. No catalyst specified. The product is COc1ccc(Nc2ccc(C)cc2)cc1. The yield is 0.351. (3) The product is Cc1ccc(Nc2cccnc2)cc1. No catalyst specified. The yield is 0.473. The reactants are Ic1cccnc1.Cc1ccc(N)cc1.O=S(=O)(O[Pd]1c2ccccc2-c2ccccc2N~1)C(F)(F)F.COc1ccc(OC)c(P([C@]23C[C@H]4C[C@H](C[C@H](C4)C2)C3)[C@]23C[C@H]4C[C@H](C[C@H](C4)C2)C3)c1-c1c(C(C)C)cc(C(C)C)cc1C(C)C.CN1CCCN2CCCN=C12.c1ccc2nocc2c1. (4) The reactants are COc1ccc(Br)cc1.Cc1ccc(N)cc1.O=S(=O)(O[Pd]1c2ccccc2-c2ccccc2N~1)C(F)(F)F.COc1ccc(OC)c(P(C(C)(C)C)C(C)(C)C)c1-c1c(C(C)C)cc(C(C)C)cc1C(C)C.CN(C)C(=NC(C)(C)C)N(C)C.c1ccc2oncc2c1. No catalyst specified. The product is COc1ccc(Nc2ccc(C)cc2)cc1. The yield is 0.119.